This data is from Forward reaction prediction with 1.9M reactions from USPTO patents (1976-2016). The task is: Predict the product of the given reaction. (1) Given the reactants [Cl:1][CH2:2][C:3]1[N:4]=[C:5]([NH:8][C:9](=[O:11])[CH3:10])[S:6][CH:7]=1.[C:12]1([P:18]([C:25]2[CH:30]=[CH:29][CH:28]=[CH:27][CH:26]=2)[C:19]2[CH:24]=[CH:23][CH:22]=[CH:21][CH:20]=2)[CH:17]=[CH:16][CH:15]=[CH:14][CH:13]=1, predict the reaction product. The product is: [Cl-:1].[C:9]([NH:8][C:5]1[S:6][CH:7]=[C:3]([CH2:2][P+:18]([C:19]2[CH:20]=[CH:21][CH:22]=[CH:23][CH:24]=2)([C:25]2[CH:30]=[CH:29][CH:28]=[CH:27][CH:26]=2)[C:12]2[CH:13]=[CH:14][CH:15]=[CH:16][CH:17]=2)[N:4]=1)(=[O:11])[CH3:10]. (2) Given the reactants [CH3:1][C@H:2]1[CH2:6][CH2:5][CH2:4][N:3]1[C:7]([C:9]1[N:17]2[C:12]([CH2:13][O:14][CH2:15][CH2:16]2)=[C:11]([C:18]([OH:20])=O)[CH:10]=1)=[O:8].ON1C2C=CC=CC=2N=N1.Cl.C(N=C=NCCCN(C)C)C.Cl.[Cl:44][C:45]1[CH:46]=[C:47]([C@H:53]([NH2:56])[CH2:54][CH3:55])[CH:48]=[N:49][C:50]=1[O:51][CH3:52].C(N(CC)CC)C, predict the reaction product. The product is: [Cl:44][C:45]1[CH:46]=[C:47]([C@H:53]([NH:56][C:18]([C:11]2[CH:10]=[C:9]([C:7]([N:3]3[CH2:4][CH2:5][CH2:6][C@@H:2]3[CH3:1])=[O:8])[N:17]3[CH2:16][CH2:15][O:14][CH2:13][C:12]=23)=[O:20])[CH2:54][CH3:55])[CH:48]=[N:49][C:50]=1[O:51][CH3:52]. (3) Given the reactants [CH3:1][O:2][C:3]1[CH:12]=[CH:11][C:10]([NH2:13])=[CH:9][C:4]=1[C:5]([O:7][CH3:8])=[O:6].N1C=CC=CC=1.[C:20](OC(=O)C)(=[O:22])[CH3:21], predict the reaction product. The product is: [CH3:1][O:2][C:3]1[CH:12]=[CH:11][C:10]([NH:13][C:20](=[O:22])[CH3:21])=[CH:9][C:4]=1[C:5]([O:7][CH3:8])=[O:6]. (4) Given the reactants [F:1][C:2]1[CH:7]=[C:6]([F:8])[CH:5]=[CH:4][C:3]=1[N:9]1[CH:13]([C:14]([OH:16])=O)[CH2:12][N:11]([S:17]([CH:20]([CH3:22])[CH3:21])(=[O:19])=[O:18])[C:10]1=[O:23].[Cl:24][C:25]1[C:26]([N:31]2[CH2:36][CH2:35][NH:34][CH2:33][CH2:32]2)=[N:27][CH:28]=[CH:29][CH:30]=1, predict the reaction product. The product is: [Cl:24][C:25]1[C:26]([N:31]2[CH2:32][CH2:33][N:34]([C:14]([CH:13]3[CH2:12][N:11]([S:17]([CH:20]([CH3:21])[CH3:22])(=[O:18])=[O:19])[C:10](=[O:23])[N:9]3[C:3]3[CH:4]=[CH:5][C:6]([F:8])=[CH:7][C:2]=3[F:1])=[O:16])[CH2:35][CH2:36]2)=[N:27][CH:28]=[CH:29][CH:30]=1. (5) Given the reactants [NH2:1][C@@H:2]([CH2:6][CH2:7][CH3:8])[CH2:3][CH2:4][OH:5].[NH2:9][C:10]1[N:15]=[C:14](Cl)[C:13]([CH2:17][C:18]2[CH:19]=[C:20]([CH2:25][C:26]#[N:27])[CH:21]=[CH:22][C:23]=2[F:24])=[C:12]([CH3:28])[N:11]=1, predict the reaction product. The product is: [NH2:9][C:10]1[N:15]=[C:14]([NH:1][C@@H:2]([CH2:6][CH2:7][CH3:8])[CH2:3][CH2:4][OH:5])[C:13]([CH2:17][C:18]2[CH:19]=[C:20]([CH2:25][C:26]#[N:27])[CH:21]=[CH:22][C:23]=2[F:24])=[C:12]([CH3:28])[N:11]=1. (6) Given the reactants [F:1][C:2]1[CH:7]=[CH:6][C:5]([CH:8]([C:30]2[CH:35]=[CH:34][C:33]([F:36])=[CH:32][CH:31]=2)[NH:9][C:10]([C@@H:12]2[CH2:17][CH2:16][C@@H:15]([NH:18][C:19](=[O:22])[CH2:20]Cl)[CH2:14][C@H:13]2[C:23]2[CH:28]=[CH:27][C:26]([Br:29])=[CH:25][CH:24]=2)=[O:11])=[CH:4][CH:3]=1.[CH2:37]([NH:39][CH2:40][CH3:41])[CH3:38].[C:42]([OH:48])([C:44]([F:47])([F:46])[F:45])=[O:43], predict the reaction product. The product is: [F:45][C:44]([F:47])([F:46])[C:42]([O-:48])=[O:43].[F:1][C:2]1[CH:7]=[CH:6][C:5]([CH:8]([NH:9][C:10]([C@@H:12]2[CH2:17][CH2:16][C@@H:15]([NH:18][C:19](=[O:22])[CH2:20][NH+:39]([CH2:40][CH3:41])[CH2:37][CH3:38])[CH2:14][C@H:13]2[C:23]2[CH:28]=[CH:27][C:26]([Br:29])=[CH:25][CH:24]=2)=[O:11])[C:30]2[CH:35]=[CH:34][C:33]([F:36])=[CH:32][CH:31]=2)=[CH:4][CH:3]=1. (7) Given the reactants [CH2:1]([O:8][C:9]1[C:10]([C:28]([O:30][CH2:31][CH3:32])=[O:29])=[C:11](Br)[N:12]2[CH2:17][CH2:16][N:15]([CH2:18][C:19]3[CH:24]=[CH:23][C:22]([F:25])=[CH:21][CH:20]=3)[C:14](=[O:26])[C:13]=12)[C:2]1[CH:7]=[CH:6][CH:5]=[CH:4][CH:3]=1.CN(C1CCCCC1)C1CCCCC1.[CH:47]([O:49]CCCC)=[CH2:48].C(P(C(C)(C)C)C(C)(C)C)(C)(C)C.Cl, predict the reaction product. The product is: [C:47]([C:11]1[N:12]2[CH2:17][CH2:16][N:15]([CH2:18][C:19]3[CH:24]=[CH:23][C:22]([F:25])=[CH:21][CH:20]=3)[C:14](=[O:26])[C:13]2=[C:9]([O:8][CH2:1][C:2]2[CH:7]=[CH:6][CH:5]=[CH:4][CH:3]=2)[C:10]=1[C:28]([O:30][CH2:31][CH3:32])=[O:29])(=[O:49])[CH3:48]. (8) Given the reactants C(OC([N:8]1[CH2:12][C@H:11]([S:13][C:14]([C:27]2[CH:32]=[CH:31][CH:30]=[CH:29][CH:28]=2)([C:21]2[CH:26]=[CH:25][CH:24]=[CH:23][CH:22]=2)[C:15]2[CH:20]=[CH:19][CH:18]=[CH:17][CH:16]=2)[CH2:10][C@H:9]1[C:33](=[O:43])[N:34]([CH2:36][C:37]1[CH:42]=[CH:41][CH:40]=[CH:39][CH:38]=1)[CH3:35])=O)(C)(C)C.C(O)(C(F)(F)F)=O, predict the reaction product. The product is: [CH2:36]([N:34]([CH3:35])[C:33]([C@@H:9]1[CH2:10][C@@H:11]([S:13][C:14]([C:27]2[CH:32]=[CH:31][CH:30]=[CH:29][CH:28]=2)([C:21]2[CH:22]=[CH:23][CH:24]=[CH:25][CH:26]=2)[C:15]2[CH:16]=[CH:17][CH:18]=[CH:19][CH:20]=2)[CH2:12][NH:8]1)=[O:43])[C:37]1[CH:38]=[CH:39][CH:40]=[CH:41][CH:42]=1.